From a dataset of Reaction yield outcomes from USPTO patents with 853,638 reactions. Predict the reaction yield, written as a fraction of the theoretical maximum amount of product (1.0 means a 100% yield; for example, 0.34 means a 34% yield). (1) The reactants are [CH2:1]([C:3]1[S:7][C:6]([C:8]([O:10][CH3:11])=[O:9])=[CH:5][C:4]=1[C:12]1[N:16]([CH3:17])[N:15]=[CH:14][CH:13]=1)[CH3:2].[Br:18]N1C(=O)CCC1=O. The yield is 0.890. The catalyst is O1CCCC1. The product is [Br:18][C:13]1[CH:14]=[N:15][N:16]([CH3:17])[C:12]=1[C:4]1[CH:5]=[C:6]([C:8]([O:10][CH3:11])=[O:9])[S:7][C:3]=1[CH2:1][CH3:2]. (2) The product is [NH2:2][C@@H:3]([C@H:8]([CH3:13])[C@H:9]([CH3:12])[CH2:10][CH3:11])[CH2:4][C:5]([OH:7])=[O:6]. The yield is 0.856. The catalyst is CO. The reactants are Cl.[NH2:2][C@@H:3]([C@H:8]([CH3:13])[C@H:9]([CH3:12])[CH2:10][CH3:11])[CH2:4][C:5]([OH:7])=[O:6].C(N(CC)CC)C.